Task: Predict which catalyst facilitates the given reaction.. Dataset: Catalyst prediction with 721,799 reactions and 888 catalyst types from USPTO (1) Reactant: Cl[C:2]1[C:7]([N:8]=[C:9]([C:18]2[CH:23]=[CH:22][N:21]=[C:20]([S:24][CH3:25])[N:19]=2)[CH2:10][C:11]2[CH:16]=[CH:15][C:14]([F:17])=[CH:13][CH:12]=2)=[CH:6][CH:5]=[CH:4][N:3]=1.C1N2CCN(CC2)C1.O. Product: [F:17][C:14]1[CH:15]=[CH:16][C:11]([C:10]2[C:2]3=[N:3][CH:4]=[CH:5][CH:6]=[C:7]3[NH:8][C:9]=2[C:18]2[CH:23]=[CH:22][N:21]=[C:20]([S:24][CH3:25])[N:19]=2)=[CH:12][CH:13]=1. The catalyst class is: 558. (2) Product: [Cl:1][C:2]1[N:7]=[N:6][C:5]([NH:8][C:9]2[CH:14]=[CH:13][N:12]=[C:11]([S:15]([CH3:16])=[O:31])[N:10]=2)=[CH:4][C:3]=1[C:17]1[CH:18]=[CH:19][CH:20]=[CH:21][CH:22]=1. The catalyst class is: 22. Reactant: [Cl:1][C:2]1[N:7]=[N:6][C:5]([NH:8][C:9]2[CH:14]=[CH:13][N:12]=[C:11]([S:15][CH3:16])[N:10]=2)=[CH:4][C:3]=1[C:17]1[CH:22]=[CH:21][CH:20]=[CH:19][CH:18]=1.ClC1C=CC=C(C(OO)=[O:31])C=1. (3) Reactant: [Cl:1][C:2]1[C:3]([F:27])=[C:4]([N:8]2[C:16]([C:18]3[CH:23]=[CH:22][C:21]([NH2:24])=[C:20]([NH2:25])[CH:19]=3)([OH:17])[C:15]3[C:10](=[CH:11][CH:12]=[CH:13][CH:14]=3)[C:9]2=[O:26])[CH:5]=[CH:6][CH:7]=1.[CH3:28][O:29][C:30](=[O:44])[C:31]([NH:33]/[C:34](=N/C(=O)C(OC)=O)/SC)=[O:32].C(#N)C.O. Product: [Cl:1][C:2]1[C:3]([F:27])=[C:4]([N:8]2[C:9](=[O:26])[C:10]3[C:15](=[CH:14][CH:13]=[CH:12][CH:11]=3)[C:16]2([C:18]2[CH:23]=[CH:22][C:21]3[N:24]=[C:34]([NH:33][C:31](=[O:32])[C:30]([O:29][CH3:28])=[O:44])[NH:25][C:20]=3[CH:19]=2)[OH:17])[CH:5]=[CH:6][CH:7]=1. The catalyst class is: 51. (4) Reactant: [Cl:1][C:2]1[CH:3]=[C:4]([CH:14]=[CH:15][C:16]=1[Cl:17])[CH2:5][N:6]1[CH2:11][CH2:10][O:9][CH:8]([CH2:12][NH2:13])[CH2:7]1.[CH2:18]([N:25]=[C:26]=[O:27])[C:19]1[CH:24]=[CH:23][CH:22]=[CH:21][CH:20]=1. Product: [CH2:18]([NH:25][C:26]([NH:13][CH2:12][CH:8]1[O:9][CH2:10][CH2:11][N:6]([CH2:5][C:4]2[CH:14]=[CH:15][C:16]([Cl:17])=[C:2]([Cl:1])[CH:3]=2)[CH2:7]1)=[O:27])[C:19]1[CH:24]=[CH:23][CH:22]=[CH:21][CH:20]=1. The catalyst class is: 4. (5) Reactant: [Br:1][C:2]1[CH:3]=[CH:4][C:5]([OH:10])=[C:6]([CH:9]=1)[CH:7]=O.Br[CH2:12][C:13]([O:15][CH2:16][CH3:17])=[O:14].C([O-])([O-])=O.[K+].[K+].C1CCN2C(=NCCC2)CC1. Product: [CH2:16]([O:15][C:13]([C:12]1[O:10][C:5]2[CH:4]=[CH:3][C:2]([Br:1])=[CH:9][C:6]=2[CH:7]=1)=[O:14])[CH3:17]. The catalyst class is: 95. (6) Reactant: [CH2:1]1[CH2:27][O:26][C:3]2([CH2:8][CH2:7][C@H:6]3[C@H:9]4[C@H:19]([CH2:20][CH2:21][C@:4]23[CH3:5])[C@:17]2([CH3:18])[C:12]([CH2:13][C@H:14]([O:22][C:23](=[O:25])[CH3:24])[CH2:15][CH2:16]2)=[CH:11][CH2:10]4)[O:2]1.[OH:28][C@@H]1CC[C@@]2(C)C(=CC[C@@H]3[C@@H]2CC[C@@]2(C)[C@H]3CCC2=O)C1.C(OOC(C)(C)C)(C)(C)C.C(=O)(O)[O-].[Na+].Cl([O-])(=O)(=O)=O.[Na+]. Product: [CH2:27]1[CH2:1][O:2][C:3]2([CH2:8][CH2:7][C@H:6]3[C@H:9]4[C@H:19]([CH2:20][CH2:21][C@:4]23[CH3:5])[C@:17]2([CH3:18])[C:12]([CH2:13][C@H:14]([O:22][C:23](=[O:25])[CH3:24])[CH2:15][CH2:16]2)=[CH:11][C:10]4=[O:28])[O:26]1. The catalyst class is: 13. (7) Reactant: [CH3:1][O:2][C:3]1[CH:12]=[C:11]2[C:6]([C:7]([CH:13]([C:15]3[CH:20]=[CH:19][C:18]([N+:21]([O-])=O)=[CH:17][CH:16]=3)O)=[CH:8][CH:9]=[N:10]2)=[CH:5][CH:4]=1.O.O.[Sn](Cl)Cl. Product: [CH3:1][O:2][C:3]1[CH:12]=[C:11]2[C:6]([C:7]([CH2:13][C:15]3[CH:16]=[CH:17][C:18]([NH2:21])=[CH:19][CH:20]=3)=[CH:8][CH:9]=[N:10]2)=[CH:5][CH:4]=1. The catalyst class is: 5.